Predict the reaction yield, written as a fraction of the theoretical maximum amount of product (1.0 means a 100% yield; for example, 0.34 means a 34% yield). From a dataset of Reaction yield outcomes from USPTO patents with 853,638 reactions. The reactants are [CH3:1][Si:2]([CH3:39])([CH3:38])[CH2:3][CH2:4][O:5][CH2:6][N:7]([CH2:30][O:31][CH2:32][CH2:33][Si:34]([CH3:37])([CH3:36])[CH3:35])[C:8]1[N:13]2[N:14]=[CH:15][C:16]([C:17]3[CH:18]=[N:19][C:20]4[C:25]([CH:26]=3)=[CH:24][C:23]([F:27])=[CH:22][CH:21]=4)=[C:12]2[N:11]=[C:10]([CH:28]=[O:29])[CH:9]=1.[CH2:40]1COCC1.C[Mg]Br.CCOCC. The catalyst is O. The product is [CH3:1][Si:2]([CH3:39])([CH3:38])[CH2:3][CH2:4][O:5][CH2:6][N:7]([CH2:30][O:31][CH2:32][CH2:33][Si:34]([CH3:37])([CH3:36])[CH3:35])[C:8]1[N:13]2[N:14]=[CH:15][C:16]([C:17]3[CH:18]=[N:19][C:20]4[C:25]([CH:26]=3)=[CH:24][C:23]([F:27])=[CH:22][CH:21]=4)=[C:12]2[N:11]=[C:10]([CH:28]([OH:29])[CH3:40])[CH:9]=1. The yield is 0.600.